From a dataset of Reaction yield outcomes from USPTO patents with 853,638 reactions. Predict the reaction yield, written as a fraction of the theoretical maximum amount of product (1.0 means a 100% yield; for example, 0.34 means a 34% yield). The reactants are C(O[C:6](=O)[N:7]([C:9]1[CH:14]=[CH:13][N:12]2[CH:15]=[C:16]([C:18]3[CH:23]=[CH:22][C:21]([CH2:24][O:25][CH3:26])=[CH:20][CH:19]=3)[N:17]=[C:11]2[N:10]=1)C)(C)(C)C.Cl.CO. The catalyst is CO. The product is [CH3:26][O:25][CH2:24][C:21]1[CH:22]=[CH:23][C:18]([C:16]2[N:17]=[C:11]3[N:10]=[C:9]([NH:7][CH3:6])[CH:14]=[CH:13][N:12]3[CH:15]=2)=[CH:19][CH:20]=1. The yield is 0.690.